From a dataset of Catalyst prediction with 721,799 reactions and 888 catalyst types from USPTO. Predict which catalyst facilitates the given reaction. (1) Reactant: [CH3:1][NH:2][C:3]1[N:8]=[C:7]([C:9]2[S:10][C:11]3[CH:19]=[CH:18][CH:17]=[CH:16][C:12]=3[C:13](=[O:15])[N:14]=2)[CH:6]=[CH:5][CH:4]=1.[C:20](Cl)(=[O:27])[C:21]1[CH:26]=[CH:25][CH:24]=[CH:23][CH:22]=1.CN(C)C(=O)C. Product: [CH3:1][N:2]([C:3]1[CH:4]=[CH:5][CH:6]=[C:7]([C:9]2[S:10][C:11]3[CH:19]=[CH:18][CH:17]=[CH:16][C:12]=3[C:13](=[O:15])[N:14]=2)[N:8]=1)[C:20](=[O:27])[C:21]1[CH:26]=[CH:25][CH:24]=[CH:23][CH:22]=1. The catalyst class is: 6. (2) Reactant: [Cl:1][C:2]1[N:7]=[C:6]([O:8][C@@H:9]([C@H:11]2[CH2:15][N:14]([C@H](C3C=CC(OC)=CC=3)C)[C:13](=[O:26])[CH2:12]2)[CH3:10])[C:5]2=[CH:27][N:28]([CH3:30])[N:29]=[C:4]2[CH:3]=1.C1(OC)C=CC=CC=1. Product: [Cl:1][C:2]1[N:7]=[C:6]([O:8][C@@H:9]([C@H:11]2[CH2:15][NH:14][C:13](=[O:26])[CH2:12]2)[CH3:10])[C:5]2=[CH:27][N:28]([CH3:30])[N:29]=[C:4]2[CH:3]=1. The catalyst class is: 55. (3) Reactant: Cl.[NH2:2][CH:3]([CH:7]([C:15]1[CH:20]=[CH:19][C:18]([F:21])=[CH:17][CH:16]=1)[C:8]1[CH:13]=[CH:12][C:11]([F:14])=[CH:10][CH:9]=1)[C:4]([OH:6])=[O:5].[OH-].[Na+].[C:24]1([CH2:30][C:31](Cl)=[O:32])[CH:29]=[CH:28][CH:27]=[CH:26][CH:25]=1.Cl. Product: [C:24]1([CH2:30][C:31]([NH:2][CH:3]([CH:7]([C:8]2[CH:9]=[CH:10][C:11]([F:14])=[CH:12][CH:13]=2)[C:15]2[CH:16]=[CH:17][C:18]([F:21])=[CH:19][CH:20]=2)[C:4]([OH:6])=[O:5])=[O:32])[CH:29]=[CH:28][CH:27]=[CH:26][CH:25]=1. The catalyst class is: 13. (4) Reactant: C([O:3][C:4]([C@@H:6]1[CH2:8][C@H:7]1[C:9]1[CH:10]=[C:11]2[C:16](=[CH:17][CH:18]=1)[N:15]=[CH:14][CH:13]=[CH:12]2)=[O:5])C.[OH-].[Li+]. The catalyst class is: 5. Product: [N:15]1[C:16]2[C:11](=[CH:10][C:9]([C@@H:7]3[CH2:8][C@H:6]3[C:4]([OH:5])=[O:3])=[CH:18][CH:17]=2)[CH:12]=[CH:13][CH:14]=1. (5) Reactant: O.[OH-].[Li+].[N:4]1[C:13]2[C:8](=[CH:9][C:10]([CH:14]([C:16]3[N:20]4[N:21]=[C:22]([C:25]5[CH:34]=[CH:33][C:28]([C:29]([O:31]C)=[O:30])=[CH:27][CH:26]=5)[CH:23]=[N:24][C:19]4=[N:18][CH:17]=3)[CH3:15])=[CH:11][CH:12]=2)[CH:7]=[CH:6][CH:5]=1.Cl. Product: [N:4]1[C:13]2[C:8](=[CH:9][C:10]([CH:14]([C:16]3[N:20]4[N:21]=[C:22]([C:25]5[CH:34]=[CH:33][C:28]([C:29]([OH:31])=[O:30])=[CH:27][CH:26]=5)[CH:23]=[N:24][C:19]4=[N:18][CH:17]=3)[CH3:15])=[CH:11][CH:12]=2)[CH:7]=[CH:6][CH:5]=1. The catalyst class is: 87. (6) Reactant: [NH2:1][CH:2]1[CH2:7][CH2:6][CH2:5][N:4]([C:8]2[N:17]([CH2:18][C:19]3[CH:26]=[CH:25][CH:24]=[CH:23][C:20]=3[C:21]#[N:22])[C:16](=[O:27])[C:15]3[C:10](=[CH:11][CH:12]=[C:13]([F:28])[CH:14]=3)[N:9]=2)[CH2:3]1.[OH-:29].[Na+].OO.Cl. Product: [NH2:1][C@@H:2]1[CH2:7][CH2:6][CH2:5][N:4]([C:8]2[N:17]([CH2:18][C:19]3[CH:26]=[CH:25][CH:24]=[CH:23][C:20]=3[C:21]([NH2:22])=[O:29])[C:16](=[O:27])[C:15]3[C:10](=[CH:11][CH:12]=[C:13]([F:28])[CH:14]=3)[N:9]=2)[CH2:3]1. The catalyst class is: 1. (7) Reactant: [Cl:1][C:2]1[CH:11]=[CH:10][C:5]([C:6]([O:8]C)=[O:7])=[CH:4][C:3]=1[NH:12][C:13]([C:15]1[C:24](=[O:25])[NH:23][C:18]2[N:19]=[CH:20][N:21]=[CH:22][C:17]=2[CH:16]=1)=[O:14].CO.O.[OH-].[Li+]. Product: [Cl:1][C:2]1[CH:11]=[CH:10][C:5]([C:6]([OH:8])=[O:7])=[CH:4][C:3]=1[NH:12][C:13]([C:15]1[C:24](=[O:25])[NH:23][C:18]2[N:19]=[CH:20][N:21]=[CH:22][C:17]=2[CH:16]=1)=[O:14]. The catalyst class is: 7. (8) Reactant: N[C:2]1[CH:3]=[CH:4][C:5]([CH3:11])=[C:6]([CH:10]=1)[C:7]([OH:9])=[O:8].S(=O)(=O)(O)[OH:13].N([O-])=O.[Na+].CC(=O)OCC. Product: [OH:13][C:2]1[CH:3]=[CH:4][C:5]([CH3:11])=[C:6]([CH:10]=1)[C:7]([OH:9])=[O:8]. The catalyst class is: 6. (9) Reactant: C[O:2][C:3]([C:5]1([C:8]2[CH:13]=[CH:12][C:11]([O:14][CH3:15])=[C:10]([C:16](C)(C)[O:17][SiH2]C(C)(C)C)[CH:9]=2)[CH2:7][CH2:6]1)=[O:4].O[Li].O. Product: [OH:17][CH2:16][C:10]1[CH:9]=[C:8]([C:5]2([C:3]([OH:4])=[O:2])[CH2:7][CH2:6]2)[CH:13]=[CH:12][C:11]=1[O:14][CH3:15]. The catalyst class is: 6. (10) Reactant: [C:1]([O:5][C:6]([NH:8][CH2:9][CH2:10][CH2:11][C:12]([O:14]C)=O)=[O:7])([CH3:4])([CH3:3])[CH3:2].[NH2:16][NH2:17].O. Product: [NH:16]([C:12](=[O:14])[CH2:11][CH2:10][CH2:9][NH:8][C:6](=[O:7])[O:5][C:1]([CH3:4])([CH3:3])[CH3:2])[NH2:17]. The catalyst class is: 5.